This data is from Peptide-MHC class II binding affinity with 134,281 pairs from IEDB. The task is: Regression. Given a peptide amino acid sequence and an MHC pseudo amino acid sequence, predict their binding affinity value. This is MHC class II binding data. (1) The peptide sequence is TWGKAKIVTAETQNS. The MHC is DRB1_0901 with pseudo-sequence DRB1_0901. The binding affinity (normalized) is 0.272. (2) The peptide sequence is LQSLGAEIAVEQAAL. The MHC is DRB1_0404 with pseudo-sequence DRB1_0404. The binding affinity (normalized) is 0.651. (3) The peptide sequence is FTVQKGSDPKKLVLN. The MHC is DRB4_0101 with pseudo-sequence DRB4_0103. The binding affinity (normalized) is 0. (4) The peptide sequence is ITAHLKRLWKMLDPR. The MHC is HLA-DQA10103-DQB10603 with pseudo-sequence HLA-DQA10103-DQB10603. The binding affinity (normalized) is 0.